This data is from Experimentally validated miRNA-target interactions with 360,000+ pairs, plus equal number of negative samples. The task is: Binary Classification. Given a miRNA mature sequence and a target amino acid sequence, predict their likelihood of interaction. (1) The miRNA is cel-miR-1020-3p with sequence AUUAUUCUGUGACACUUUCAG. The protein sequence of the target gene is MDYHWRGELGSWRLLLLLLLLAAWKVGSGQLHYSVPEEAKHGTFVGRIAQDLGLELAELVPRLFRVASKRHRDLLEVSLQNGILFVNSRIDREELCGRSAECSIHLEVIVDRPLQVFHVDVEVKDVNDNPPVFRVKDQKLFVSESRMPDSRFPLEGASDADVGANSVLTYRLSSHDYFMLDVNSKNDENKLVELVLRKSLDREDAPAHHLFLTATDGGKPELTGTVQLLVTVLDVNDNAPTFEQSEYEVRIFENADNGTTVIKLNASDPDEGANGAISYSFNSLVETMVIDHFSIDRNTG.... Result: 0 (no interaction). (2) The miRNA is hsa-miR-4683 with sequence UGGAGAUCCAGUGCUCGCCCGAU. The protein sequence of the target gene is MQPLVMQGCPYTLPRCHEWHAADRFHHSSSLRNTCPQPQVRAAVTIPAPPWDGAGDPCLSPKLLNGTVGATGPLEPSAMNLCWNEIKKKSHNLRARLEAFSDLSGKLQLPLREIIDWLSQKDEELSAQLPLQGDVALVQQEKETHAAFMEEVKSKGPYISSVLESAQAFLSQHPFEELEESQSESKDTSPRQRIQNLSRFVWKQATVASELWEKLTARCVDQHRHIEHTLEHLLEIQGAMEELSSTLTQAEGVRATWEPIGDLFIDSLPEHIQAIKLFKEEFSPVKDGVKLVNDLAHQLA.... Result: 0 (no interaction). (3) The miRNA is mmu-miR-378a-3p with sequence ACUGGACUUGGAGUCAGAAGG. The protein sequence of the target gene is MADAEVITFPKKHKKKKDRKPLQEDDVAEIQHAEEFLIKPESKVAQLDTSQWPLLLKNFDKLNVRTAHYTPLPCGSNPLKREIGDYIRTGFINLDKPSNPSSHEVVAWIRRILRVEKTGHSGTLDPKVTGCLIVCIERATRLVKSQQSAGKEYVGIVRLHNAIEGGTQLSRALETLTGALFQRPPLIAAVKRQLRVRTIYESKMIEYDPERRLGIFWVSCEAGTYIRTLCVHLGLLLGVGGQMQELRRVRSGVMSEKDHMVTMHDVLDAQWLYDNHKDESYLRRVVYPLEKLLTSHKRLV.... Result: 1 (interaction). (4) Result: 0 (no interaction). The miRNA is rno-miR-182 with sequence UUUGGCAAUGGUAGAACUCACACCG. The protein sequence of the target gene is MGEVAGGAAPGPPRSGLVSIIIGAEDEDFENELEANSEDQNSQFQSLEQVKRRPAHLMALLQHVALQFEPGPLLCCLHADMLSSLGPKEAKKAFLDFYHSFLEKTAVLRVPVPPSVAFELDRTRPDLISEDVQRRFIQEVVQSQQAAVSRQLEDFRSKRLMGMTPWEQELSLLEPWIGKDRGNYEARERHVAERLLSHLEETQHTISTDEEKSAAVVTAISLYMRHLGVRTKSGDKKSGRNFFRKKVMGNRRSDEPPKTKKGLSSILDPARWNRGEPSAPDCRHLKVEADAEKPGPADRK.... (5) The miRNA is hsa-miR-6513-3p with sequence UCAAGUGUCAUCUGUCCCUAG. The protein sequence of the target gene is MDGTRTSLDIEEYSDTEVQKNQVLTLEEWQDKWVNGKTAFHQEQGHQLLKKHLDTFLKGKSGLRVFFPLCGKAVEMKWFADRGHSVVGVEISELGIQEFFTEQNLSYSEEPITEIPGTKVFKSSSGNISLYCCSIFDLPRTNIGKFDMIWDRGALVAINPGDRKCYADTMFSLLGKKFQYLLCVLSYDPTKHPGPPFYVPHAEIERLFGKICNIRCLEKVDAFEERHKSWGIDCLFEKLYLLTEK. Result: 1 (interaction).